This data is from TCR-epitope binding with 47,182 pairs between 192 epitopes and 23,139 TCRs. The task is: Binary Classification. Given a T-cell receptor sequence (or CDR3 region) and an epitope sequence, predict whether binding occurs between them. (1) The epitope is TLIGDCATV. The TCR CDR3 sequence is CASSLGDRAGGYTF. Result: 0 (the TCR does not bind to the epitope). (2) The epitope is RPPIFIRRL. The TCR CDR3 sequence is CSVQGRTGGSYNEQFF. Result: 0 (the TCR does not bind to the epitope). (3) The epitope is VTEHDTLLY. The TCR CDR3 sequence is CASNAGTGNEQYF. Result: 0 (the TCR does not bind to the epitope). (4) Result: 0 (the TCR does not bind to the epitope). The epitope is TPRVTGGGAM. The TCR CDR3 sequence is CASSGQGVNNEQFF. (5) The epitope is NEGVKAAW. The TCR CDR3 sequence is CASSPGQPGPVRETQYF. Result: 0 (the TCR does not bind to the epitope). (6) The epitope is QECVRGTTVL. The TCR CDR3 sequence is CASSAGTNNEQFF. Result: 1 (the TCR binds to the epitope). (7) The epitope is HLVDFQVTI. The TCR CDR3 sequence is CASSEVSGANVLTF. Result: 0 (the TCR does not bind to the epitope).